Predict which catalyst facilitates the given reaction. From a dataset of Catalyst prediction with 721,799 reactions and 888 catalyst types from USPTO. Product: [NH2:23][C:24]1[CH:29]=[C:28]([C:2]2[N:3]=[C:4]([NH:11][C:12]3[CH:17]=[CH:16][CH:15]=[CH:14][CH:13]=3)[C:5]3[N:6]([CH:8]=[CH:9][N:10]=3)[CH:7]=2)[CH:27]=[CH:26][CH:25]=1. Reactant: Br[C:2]1[N:3]=[C:4]([NH:11][C:12]2[CH:17]=[CH:16][CH:15]=[CH:14][CH:13]=2)[C:5]2[N:6]([CH:8]=[CH:9][N:10]=2)[CH:7]=1.S(O)(O)(=O)=O.[NH2:23][C:24]1[CH:25]=[C:26](B(O)O)[CH:27]=[CH:28][CH:29]=1.[NH2:23][C:24]1[CH:29]=[C:28](B(O)O)[CH:27]=[CH:26][CH:25]=1.C(=O)([O-])[O-].[Na+].[Na+].COCCOC. The catalyst class is: 690.